This data is from Forward reaction prediction with 1.9M reactions from USPTO patents (1976-2016). The task is: Predict the product of the given reaction. (1) Given the reactants [C:1]1([CH2:7][CH2:8][CH2:9][NH2:10])[CH:6]=[CH:5]C=CC=1.[CH2:11]1[C:19]2[CH:18]=[CH:17][N:16]=[CH:15][C:14]=2[CH2:13][N:12]1[C:20]([NH:22][C:23]1[CH:28]=[CH:27][C:26]([N:29]2[CH2:32][CH:31]([C:33](O)=[O:34])[CH2:30]2)=[CH:25][CH:24]=1)=[O:21].C1C2C(=CC=CC=2)CN1C(NC1C=CC(C(O)=O)=CC=1)=O, predict the reaction product. The product is: [CH:8]1([CH2:9][NH:10][C:33]([CH:31]2[CH2:30][N:29]([C:26]3[CH:25]=[CH:24][C:23]([NH:22][C:20]([N:12]4[CH2:11][C:19]5[CH:18]=[CH:17][N:16]=[CH:15][C:14]=5[CH2:13]4)=[O:21])=[CH:28][CH:27]=3)[CH2:32]2)=[O:34])[CH2:5][CH2:6][CH2:1][CH2:7]1. (2) Given the reactants [NH2:1][C@H:2]1[CH2:6][CH2:5][N:4]([C:7]([C:9]2[CH:10]=[C:11]([CH:24]=[CH:25][C:26]=2[F:27])[CH2:12][C:13]2[C:22]3[C:17](=[CH:18][CH:19]=[CH:20][CH:21]=3)[C:16](=[O:23])[NH:15][N:14]=2)=[O:8])[CH2:3]1.[CH:28]1([C:31](O)=[O:32])[CH2:30][CH2:29]1.Cl.C(N=C=NCCCN(C)C)C, predict the reaction product. The product is: [F:27][C:26]1[CH:25]=[CH:24][C:11]([CH2:12][C:13]2[C:22]3[C:17](=[CH:18][CH:19]=[CH:20][CH:21]=3)[C:16](=[O:23])[NH:15][N:14]=2)=[CH:10][C:9]=1[C:7]([N:4]1[CH2:5][CH2:6][C@H:2]([NH:1][C:31]([CH:28]2[CH2:30][CH2:29]2)=[O:32])[CH2:3]1)=[O:8]. (3) Given the reactants [N:1]1([C:7]([O:9][C:10]([CH3:13])([CH3:12])[CH3:11])=[O:8])[CH2:6][CH2:5][NH:4][CH2:3][CH2:2]1.[C:14](=O)([O:21]C1C=CC([N+]([O-])=O)=CC=1)[O:15][CH2:16][C:17]([NH:19][CH3:20])=[O:18], predict the reaction product. The product is: [N:1]1([C:7]([O:9][C:10]([CH3:13])([CH3:12])[CH3:11])=[O:8])[CH2:6][CH2:5][N:4]([C:14]([O:15][CH2:16][C:17]([NH:19][CH3:20])=[O:18])=[O:21])[CH2:3][CH2:2]1. (4) The product is: [C:28]([N:25]1[CH2:26][CH2:27][CH:22]([C:16]2[N:15]=[C:14]([C:11]3[CH:10]=[CH:9][C:8]([O:1][C:2]4[CH:3]=[CH:4][CH:5]=[CH:6][CH:7]=4)=[CH:13][CH:12]=3)[C:19]([C:20]#[N:21])=[CH:18][CH:17]=2)[CH2:23][CH2:24]1)(=[O:31])[CH:29]=[CH2:30]. Given the reactants [O:1]([C:8]1[CH:13]=[CH:12][C:11]([C:14]2[C:19]([C:20]#[N:21])=[CH:18][CH:17]=[C:16]([CH:22]3[CH2:27][CH2:26][NH:25][CH2:24][CH2:23]3)[N:15]=2)=[CH:10][CH:9]=1)[C:2]1[CH:7]=[CH:6][CH:5]=[CH:4][CH:3]=1.[C:28](Cl)(=[O:31])[CH:29]=[CH2:30], predict the reaction product. (5) Given the reactants [F:1][CH:2]([F:6])[CH2:3][NH:4][CH3:5].Cl.CCN(C(C)C)C(C)C.[F:17][C:18]1[CH:23]=[CH:22][C:21]([NH:24][C:25](=[O:38])[C:26]2[CH:31]=[C:30]([N+:32]([O-:34])=[O:33])[C:29]([NH:35][CH3:36])=[CH:28][C:27]=2F)=[CH:20][C:19]=1[Cl:39], predict the reaction product. The product is: [F:17][C:18]1[CH:23]=[CH:22][C:21]([NH:24][C:25](=[O:38])[C:26]2[CH:31]=[C:30]([N+:32]([O-:34])=[O:33])[C:29]([NH:35][CH3:36])=[CH:28][C:27]=2[N:4]([CH3:5])[CH2:3][CH:2]([F:6])[F:1])=[CH:20][C:19]=1[Cl:39]. (6) Given the reactants C(O[C:9]1[C:18]2[C:13](=[CH:14][CH:15]=[C:16]([C:19]([OH:21])=[O:20])[CH:17]=2)[N:12]=[C:11]([N:22]2[CH2:28][C:27]3[CH:29]=[CH:30][CH:31]=[CH:32][C:26]=3[S:25](=[O:34])(=[O:33])[CH2:24][CH2:23]2)[N:10]=1)C1C=CC=CC=1.[O:35]1[CH2:38][C:37]([CH2:41][NH2:42])([CH2:39][NH2:40])[CH2:36]1, predict the reaction product. The product is: [NH2:40][CH2:39][C:37]1([CH2:41][NH:42][C:9]2[C:18]3[C:13](=[CH:14][CH:15]=[C:16]([C:19]([OH:21])=[O:20])[CH:17]=3)[N:12]=[C:11]([N:22]3[CH2:28][C:27]4[CH:29]=[CH:30][CH:31]=[CH:32][C:26]=4[S:25](=[O:34])(=[O:33])[CH2:24][CH2:23]3)[N:10]=2)[CH2:38][O:35][CH2:36]1. (7) Given the reactants [CH:1]1([C:7]([CH3:18])([C:13]([O:15]CC)=O)[C:8]([O:10]CC)=O)[CH2:6][CH2:5][CH2:4][CH:3]=[CH:2]1.[CH3:19][NH:20][C:21]([NH2:23])=[O:22].[O-]CC.[Na+], predict the reaction product. The product is: [CH:1]1([C:7]2([CH3:18])[C:8](=[O:10])[N:20]([CH3:19])[C:21](=[O:22])[NH:23][C:13]2=[O:15])[CH2:6][CH2:5][CH2:4][CH:3]=[CH:2]1.